Dataset: Catalyst prediction with 721,799 reactions and 888 catalyst types from USPTO. Task: Predict which catalyst facilitates the given reaction. (1) Reactant: [F:1][C:2]1[CH:3]=[N:4][C:5]([O:17][C:18]2[CH:23]=[CH:22][CH:21]=[C:20]([S:24][CH3:25])[CH:19]=2)=[C:6]([CH:16]=1)[C:7]([NH:9][CH:10]1[CH2:15][CH2:14][NH:13][CH2:12][CH2:11]1)=[O:8].ON1C2C=CC=CC=2N=N1.CN1CCOCC1.[O:43]=[C:44]1[NH:48][CH:47]([C:49](O)=[O:50])[CH2:46][CH2:45]1.Cl.CN(C)CCCN=C=NCC. Product: [NH3:4].[F:1][C:2]1[CH:3]=[N:4][C:5]([O:17][C:18]2[CH:23]=[CH:22][CH:21]=[C:20]([S:24][CH3:25])[CH:19]=2)=[C:6]([CH:16]=1)[C:7]([NH:9][CH:10]1[CH2:11][CH2:12][N:13]([C:49]([CH:47]2[CH2:46][CH2:45][C:44](=[O:43])[NH:48]2)=[O:50])[CH2:14][CH2:15]1)=[O:8]. The catalyst class is: 4. (2) Reactant: [CH2:1]([C:8]1[S:12][C:11]([NH:13][C:14](=[O:29])[CH2:15][CH2:16][C:17](=[O:28])[C:18]2[CH:23]=[CH:22][C:21]([O:24]COC)=[CH:20][CH:19]=2)=[N:10][C:9]=1[C:30]1[CH:35]=[CH:34][CH:33]=[CH:32][CH:31]=1)[C:2]1[CH:7]=[CH:6][CH:5]=[CH:4][CH:3]=1.Cl. Product: [CH2:1]([C:8]1[S:12][C:11]([NH:13][C:14](=[O:29])[CH2:15][CH2:16][C:17]([C:18]2[CH:19]=[CH:20][C:21]([OH:24])=[CH:22][CH:23]=2)=[O:28])=[N:10][C:9]=1[C:30]1[CH:31]=[CH:32][CH:33]=[CH:34][CH:35]=1)[C:2]1[CH:7]=[CH:6][CH:5]=[CH:4][CH:3]=1. The catalyst class is: 1. (3) Reactant: [Br:1][C:2]1[CH:8]=[CH:7][C:5]([NH2:6])=[C:4]([O:9][C:10]([F:13])([F:12])[F:11])[CH:3]=1.[F:14][C:15]1[CH:28]=[CH:27][C:18]2[S:19][C:20]([S:23](Cl)(=[O:25])=[O:24])=[C:21]([CH3:22])[C:17]=2[CH:16]=1. Product: [Br:1][C:2]1[CH:8]=[CH:7][C:5]([NH:6][S:23]([C:20]2[S:19][C:18]3[CH:27]=[CH:28][C:15]([F:14])=[CH:16][C:17]=3[C:21]=2[CH3:22])(=[O:25])=[O:24])=[C:4]([O:9][C:10]([F:11])([F:12])[F:13])[CH:3]=1. The catalyst class is: 17.